This data is from Catalyst prediction with 721,799 reactions and 888 catalyst types from USPTO. The task is: Predict which catalyst facilitates the given reaction. (1) Reactant: [Br:1][C:2]1[CH:3]=[C:4]([S:8][C:9]2[N:13]([C:14]3[CH:19]=[CH:18][CH:17]=[CH:16][C:15]=3[Cl:20])[N:12]=[C:11]([C:21]([O:23]CC)=O)[CH:10]=2)[CH:5]=[CH:6][CH:7]=1.[CH3:26][NH2:27].CO. Product: [Br:1][C:2]1[CH:3]=[C:4]([S:8][C:9]2[N:13]([C:14]3[CH:19]=[CH:18][CH:17]=[CH:16][C:15]=3[Cl:20])[N:12]=[C:11]([C:21]([NH:27][CH3:26])=[O:23])[CH:10]=2)[CH:5]=[CH:6][CH:7]=1. The catalyst class is: 5. (2) Reactant: C(OC(=O)[NH:7][C@@H:8]1[CH2:13][CH2:12][CH2:11][CH2:10][C@@H:9]1[CH2:14][N:15]1[CH2:18][CH:17]([O:19][C:20]2[CH:25]=[CH:24][C:23]([Cl:26])=[CH:22][CH:21]=2)[CH2:16]1)(C)(C)C.FC(F)(F)C(O)=O. Product: [Cl:26][C:23]1[CH:22]=[CH:21][C:20]([O:19][CH:17]2[CH2:18][N:15]([CH2:14][C@H:9]3[CH2:10][CH2:11][CH2:12][CH2:13][C@H:8]3[NH2:7])[CH2:16]2)=[CH:25][CH:24]=1. The catalyst class is: 4. (3) Reactant: [CH2:1]([O:8][C:9]1[CH:14]=[C:13]([O:15][Si](C(C)(C)C)(C)C)[CH:12]=[CH:11][C:10]=1[N:23]1[S:27](=[O:29])(=[O:28])[N:26]([CH2:30][CH2:31][Si:32]([CH3:35])([CH3:34])[CH3:33])[C:25](=[O:36])[CH2:24]1)[C:2]1[CH:7]=[CH:6][CH:5]=[CH:4][CH:3]=1.Cl. Product: [CH2:1]([O:8][C:9]1[CH:14]=[C:13]([OH:15])[CH:12]=[CH:11][C:10]=1[N:23]1[S:27](=[O:28])(=[O:29])[N:26]([CH2:30][CH2:31][Si:32]([CH3:34])([CH3:33])[CH3:35])[C:25](=[O:36])[CH2:24]1)[C:2]1[CH:3]=[CH:4][CH:5]=[CH:6][CH:7]=1. The catalyst class is: 523. (4) Reactant: [S:1](=[O:34])(=[O:33])([O:3][C:4]1[CH:9]=[CH:8][CH:7]=[C:6]([C:10]2[N:11]=[CH:12][N:13]([C:15](=[O:32])[N:16]([CH:18]3[CH2:23][CH2:22][N:21]([C:24]4[CH:29]=[CH:28][C:27]([O:30]C)=[CH:26][CH:25]=4)[CH2:20][CH2:19]3)[CH3:17])[CH:14]=2)[CH:5]=1)[NH2:2].B(Br)(Br)[Br:36]. Product: [BrH:36].[S:1](=[O:33])(=[O:34])([O:3][C:4]1[CH:9]=[CH:8][CH:7]=[C:6]([C:10]2[N:11]=[CH:12][N:13]([C:15](=[O:32])[N:16]([CH:18]3[CH2:23][CH2:22][N:21]([C:24]4[CH:25]=[CH:26][C:27]([OH:30])=[CH:28][CH:29]=4)[CH2:20][CH2:19]3)[CH3:17])[CH:14]=2)[CH:5]=1)[NH2:2]. The catalyst class is: 4. (5) Reactant: P(Cl)(Cl)([Cl:3])=O.[CH3:6][CH:7]([CH3:13])[CH2:8][CH2:9][C:10](=[O:12])C.[CH3:14][C:15]([O-])=O.[Na+]. Product: [Cl:3][C:15]([CH3:14])=[C:9]([CH2:8][CH:7]([CH3:6])[CH3:13])[CH:10]=[O:12]. The catalyst class is: 3. (6) Reactant: [CH3:1][C:2]1[N:3]=[C:4]([C:16]2[CH:21]=[CH:20][C:19]([C:22]([F:25])([F:24])[F:23])=[CH:18][CH:17]=2)[O:5][C:6]=1[C:7](=[O:15])[CH2:8][C:9]1[CH:14]=[CH:13][CH:12]=[CH:11][CH:10]=1.[Li+].[BH4-].[NH4+].[Cl-].C(OCC)(=O)C. Product: [CH3:1][C:2]1[N:3]=[C:4]([C:16]2[CH:17]=[CH:18][C:19]([C:22]([F:25])([F:23])[F:24])=[CH:20][CH:21]=2)[O:5][C:6]=1[CH:7]([OH:15])[CH2:8][C:9]1[CH:10]=[CH:11][CH:12]=[CH:13][CH:14]=1. The catalyst class is: 5. (7) Reactant: [Cl:1][C:2]1[CH:3]=[CH:4][C:5]([NH2:9])=[N:6][C:7]=1[CH3:8].ClC1C=C(C=CC=1)C(OO)=[O:15].OS([O-])=O.[Na+]. Product: [ClH:1].[Cl:1][C:2]1[C:7]([CH3:8])=[N+:6]([O-:15])[C:5]([NH2:9])=[CH:4][CH:3]=1. The catalyst class is: 4. (8) The catalyst class is: 412. Product: [NH3:9].[Cl:1][C:2]1[CH:3]=[C:4]([CH:12]=[CH:13][C:14]=1[Cl:15])[O:5][CH:6]1[CH2:11][CH2:10][N:9]([CH2:19][C@:17]([OH:18])([CH3:16])[CH2:20][N:21]2[C:22](=[O:31])[C:23]3[C:28](=[CH:27][CH:26]=[CH:25][CH:24]=3)[C:29]2=[O:30])[CH2:8][CH2:7]1. Reactant: [Cl:1][C:2]1[CH:3]=[C:4]([CH:12]=[CH:13][C:14]=1[Cl:15])[O:5][CH:6]1[CH2:11][CH2:10][NH:9][CH2:8][CH2:7]1.[CH3:16][C@@:17]1([CH2:20][N:21]2[C:29](=[O:30])[C:28]3[C:23](=[CH:24][CH:25]=[CH:26][CH:27]=3)[C:22]2=[O:31])[CH2:19][O:18]1.C(N(CC)CC)C. (9) Reactant: [CH2:1]([C:8]1[CH:26]=[CH:25][CH:24]=[CH:23][C:9]=1[C:10]([NH:12][NH:13][C:14](=[O:22])[C:15]1[CH:20]=[CH:19][CH:18]=[C:17]([CH3:21])[CH:16]=1)=O)[C:2]1[CH:7]=[CH:6][CH:5]=[CH:4][CH:3]=1.O=S(Cl)Cl. Product: [CH2:1]([C:8]1[CH:26]=[CH:25][CH:24]=[CH:23][C:9]=1[C:10]1[O:22][C:14]([C:15]2[CH:16]=[C:17]([CH3:21])[CH:18]=[CH:19][CH:20]=2)=[N:13][N:12]=1)[C:2]1[CH:7]=[CH:6][CH:5]=[CH:4][CH:3]=1. The catalyst class is: 48.